Predict the product of the given reaction. From a dataset of Forward reaction prediction with 1.9M reactions from USPTO patents (1976-2016). (1) Given the reactants [C:1]([O:4][C:5]1[CH:10]=[CH:9][C:8]([N+:11]([O-])=O)=[CH:7][C:6]=1[O:14][CH3:15])(=[O:3])[CH3:2], predict the reaction product. The product is: [C:1]([O:4][C:5]1[CH:10]=[CH:9][C:8]([NH2:11])=[CH:7][C:6]=1[O:14][CH3:15])(=[O:3])[CH3:2]. (2) Given the reactants Cl.[C:2]([CH:4]1[CH2:9][CH2:8][NH:7][CH2:6][CH2:5]1)#[N:3].C(=O)([O-])[O-].[K+].[K+].O.[CH3:17][N:18]([CH3:21])C=O, predict the reaction product. The product is: [NH2:7][C:6]1[CH:5]=[C:4]([C:2]#[N:3])[C:17]([N:7]2[CH2:8][CH2:9][CH:4]([C:2]#[N:3])[CH2:5][CH2:6]2)=[N:18][CH:21]=1. (3) Given the reactants [C:1]([O:5][C:6]([N:8]1[CH2:15][CH2:14][CH2:13][C@@H:9]1[C:10]([OH:12])=O)=[O:7])([CH3:4])([CH3:3])[CH3:2].C1C=CC2N(O)N=NC=2C=1.[CH2:26]([NH2:33])[C:27]1[CH:32]=[CH:31][CH:30]=[CH:29][CH:28]=1.C(Cl)CCl.CN1CCOCC1, predict the reaction product. The product is: [C:1]([O:5][C:6]([N:8]1[CH2:15][CH2:14][CH2:13][C@@H:9]1[C:10]([NH:33][CH2:26][C:27]1[CH:32]=[CH:31][CH:30]=[CH:29][CH:28]=1)=[O:12])=[O:7])([CH3:2])([CH3:3])[CH3:4].